Dataset: Forward reaction prediction with 1.9M reactions from USPTO patents (1976-2016). Task: Predict the product of the given reaction. (1) Given the reactants [CH3:1][N:2]([CH3:27])[C:3]([C:5]1[CH:25]=[CH:24][C:8]([O:9][C:10]2[C:15]3[CH2:16][C:17]([CH3:20])([CH3:19])[O:18][C:14]=3[CH:13]=[C:12]([C:21](O)=[O:22])[CH:11]=2)=[CH:7][C:6]=1[F:26])=[O:4].[NH2:28][C:29]1[CH:33]=[CH:32][O:31][N:30]=1.C(N(CC)CC)C.CN(C(ON1N=NC2C=CC=NC1=2)=[N+](C)C)C.F[P-](F)(F)(F)(F)F, predict the reaction product. The product is: [O:31]1[CH:32]=[CH:33][C:29]([NH:28][C:21]([C:12]2[CH:11]=[C:10]([O:9][C:8]3[CH:24]=[CH:25][C:5]([C:3](=[O:4])[N:2]([CH3:27])[CH3:1])=[C:6]([F:26])[CH:7]=3)[C:15]3[CH2:16][C:17]([CH3:19])([CH3:20])[O:18][C:14]=3[CH:13]=2)=[O:22])=[N:30]1. (2) Given the reactants CC(C)=CCC1C=C([C:12]2[O:22][C:21]3[CH:20]=[C:19]([OH:23])[CH:18]=[C:17](O)[C:16]=3[C:14](=[O:15])[C:13]=2[OH:25])C=CC=1O.CC1[CH2:41][C@@H:40]2[C:42]3C=CC(O)=CC=3O[C@]3(C4C=CC(O)=CC=4O)[CH:39]2[C@@H:30]([C:31]2[C:32]([OH:68])=[CH:33][C:34](C4OC5C=C(O)C=CC=5C=4)=[CH:35][C:36]=2[O:37]3)C=1.C[OH:70], predict the reaction product. The product is: [CH3:41][C:40]([CH3:42])=[CH:39][CH2:30][C:31]1[C:36]([OH:37])=[CH:35][C:34]2[O:15][C:14]([C:16]3[CH:21]=[CH:20][C:19]([OH:23])=[C:18]([OH:70])[CH:17]=3)=[C:13]([OH:25])[C:12](=[O:22])[C:33]=2[C:32]=1[OH:68]. (3) Given the reactants [F:1][C:2]1[CH:7]=[C:6]([B:8]2[O:12][C:11]([CH3:14])([CH3:13])[C:10]([CH3:16])([CH3:15])[O:9]2)[CH:5]=[CH:4][C:3]=1[CH2:17][C:18](O)=[O:19].[F:21][C:22]([F:33])([F:32])[C:23]1([C:26]2[O:30][N:29]=[C:28]([NH2:31])[CH:27]=2)[CH2:25][CH2:24]1.F[P-](F)(F)(F)(F)F.N1(OC(N(C)C)=[N+](C)C)C2N=CC=CC=2N=N1.CCN(C(C)C)C(C)C, predict the reaction product. The product is: [F:1][C:2]1[CH:7]=[C:6]([B:8]2[O:12][C:11]([CH3:13])([CH3:14])[C:10]([CH3:16])([CH3:15])[O:9]2)[CH:5]=[CH:4][C:3]=1[CH2:17][C:18]([NH:31][C:28]1[CH:27]=[C:26]([C:23]2([C:22]([F:32])([F:21])[F:33])[CH2:25][CH2:24]2)[O:30][N:29]=1)=[O:19]. (4) Given the reactants C1(P(C2C=CC=CC=2)C2C=CC=CC=2)C=CC=CC=1.[CH:20]([N:23]1[CH2:28][CH2:27][CH:26]([OH:29])[CH2:25][CH2:24]1)([CH3:22])[CH3:21].[F:30][C:31]1[CH:36]=[CH:35][C:34]([NH:37][C:38]2[N:47]=[CH:46][C:45]3[C:40](=[CH:41][C:42](O)=[CH:43][CH:44]=3)[N:39]=2)=[CH:33][C:32]=1[CH3:49], predict the reaction product. The product is: [F:30][C:31]1[CH:36]=[CH:35][C:34]([NH:37][C:38]2[N:47]=[CH:46][C:45]3[C:40](=[CH:41][C:42]([O:29][CH:26]4[CH2:27][CH2:28][N:23]([CH:20]([CH3:22])[CH3:21])[CH2:24][CH2:25]4)=[CH:43][CH:44]=3)[N:39]=2)=[CH:33][C:32]=1[CH3:49]. (5) Given the reactants C([Li])CCC.[F:6][C:7]([F:36])([F:35])[C:8]1[CH:9]=[CH:10][C:11]([O:27][CH2:28][C:29]2[CH:34]=[CH:33][CH:32]=[CH:31][CH:30]=2)=[C:12]([C:14]2[N:15]([C:20]3[N:25]=[C:24](Br)[CH:23]=[CH:22][CH:21]=3)[C:16]([CH3:19])=[CH:17][CH:18]=2)[CH:13]=1.[C:37](=[O:39])=[O:38], predict the reaction product. The product is: [F:6][C:7]([F:36])([F:35])[C:8]1[CH:9]=[CH:10][C:11]([O:27][CH2:28][C:29]2[CH:34]=[CH:33][CH:32]=[CH:31][CH:30]=2)=[C:12]([C:14]2[N:15]([C:20]3[N:25]=[C:24]([C:37]([OH:39])=[O:38])[CH:23]=[CH:22][CH:21]=3)[C:16]([CH3:19])=[CH:17][CH:18]=2)[CH:13]=1.